This data is from Catalyst prediction with 721,799 reactions and 888 catalyst types from USPTO. The task is: Predict which catalyst facilitates the given reaction. (1) Reactant: Cl.[F:2][C:3]([F:25])([F:24])[O:4][C:5]1[CH:10]=[CH:9][C:8]([N:11]2[CH:15]=[N:14][C:13]([C:16]3[CH:21]=[CH:20][C:19]([CH2:22][NH2:23])=[CH:18][CH:17]=3)=[N:12]2)=[CH:7][CH:6]=1.C(N(CC)CC)C.[CH:33]([C:36]1[CH:41]=[CH:40][CH:39]=[CH:38][C:37]=1[N:42]=[C:43]=[S:44])([CH3:35])[CH3:34]. Product: [CH:33]([C:36]1[CH:41]=[CH:40][CH:39]=[CH:38][C:37]=1[NH:42][C:43]([NH:23][CH2:22][C:19]1[CH:20]=[CH:21][C:16]([C:13]2[N:14]=[CH:15][N:11]([C:8]3[CH:7]=[CH:6][C:5]([O:4][C:3]([F:2])([F:24])[F:25])=[CH:10][CH:9]=3)[N:12]=2)=[CH:17][CH:18]=1)=[S:44])([CH3:35])[CH3:34]. The catalyst class is: 4. (2) Reactant: [I:1][C:2]1[C:6]2[C:7]([O:11][CH3:12])=[N:8][CH:9]=[CH:10][C:5]=2[NH:4][CH:3]=1.[H-].[Na+].CC1C=CC(S(O[CH:26]([CH2:30][CH3:31])[CH2:27][O:28][CH3:29])(=O)=O)=CC=1. Product: [I:1][C:2]1[C:6]2[C:7]([O:11][CH3:12])=[N:8][CH:9]=[CH:10][C:5]=2[N:4]([CH:26]([CH2:30][CH3:31])[CH2:27][O:28][CH3:29])[CH:3]=1. The catalyst class is: 3. (3) Reactant: [I-].C[P+](C1C=CC=CC=1)(C1C=CC=CC=1)C1C=CC=CC=1.[Li+].[CH3:23][CH2:24][CH2:25][CH2-:26].[C:27]1([N:33]2CCC(=O)[CH2:35][CH2:34]2)[CH:32]=[CH:31][CH:30]=[CH:29][CH:28]=1. Product: [CH2:23]=[C:24]1[CH2:35][CH2:34][N:33]([C:27]2[CH:32]=[CH:31][CH:30]=[CH:29][CH:28]=2)[CH2:26][CH2:25]1. The catalyst class is: 1.